Dataset: Experimentally validated miRNA-target interactions with 360,000+ pairs, plus equal number of negative samples. Task: Binary Classification. Given a miRNA mature sequence and a target amino acid sequence, predict their likelihood of interaction. (1) The miRNA is hsa-miR-15a-5p with sequence UAGCAGCACAUAAUGGUUUGUG. The protein sequence of the target gene is MEDPSEPDRLASADGGSPEEEEDGEREPLLPRIAWAHPRRGAPGSAVRLLDAAGEEGEAGDEELPLPPGDVGVSRSSSAELDRSRPAVSVTIGTSEMNAFLDDPEFADIMLRAEQAIEVGIFPERISQGSSGSYFVKDPKRKIIGVFKPKSEEPYGQLNPKWTKYVHKVCCPCCFGRGCLIPNQGYLSEAGAYLVDNKLHLSIVPKTKVVWLVSETFNYNAIDRAKSRGKKYALEKVPKVGRKFHRIGLPPKIGSFQLFVEGYKEAEYWLRKFEADPLPENIRKQFQSQFERLVILDYII.... Result: 1 (interaction). (2) The miRNA is mmu-miR-324-3p with sequence CCACUGCCCCAGGUGCUGCU. The protein sequence of the target gene is MDLVGVSSPEPGPAAAWGPSKCPWATPQNTVSCSLTEVMSEELAKELQLEEEAAAFPEVVVAEGPFISGENIDTSSDLMLAQMLQMEFDREYDAQLRREEKKFNGDSKVSISFENYRKVHPFEDSDSSEDEVDWQDTRDDPYRPAKPIPTPKKGFIGKGKDITTKHDEVVCGRKNTARMENFAPGFQVGDGIGMDLKLSNHVFNALKQHAYSEERRSARLHEKKEHSTAEKAVDPKTRLLMYKMVNSGMLETITGCISTGKESVVFHAYGGSLEDEKEDGKAIPTECAIKVFKTTLNEFK.... Result: 1 (interaction). (3) The miRNA is hsa-miR-153-3p with sequence UUGCAUAGUCACAAAAGUGAUC. The protein sequence of the target gene is MEETTPPLQAGSKPHLEKLTLGVTRILESSPGVTEVSIIEKLPAERHVISSWEQKNNCVMPEDVRNFYLMTNGFHMTWSVKLDEHIIPLGSMVINGISKLTQLIQSSVYSLPNAPTLADLEDDTQEGNEDHQLEKPHFDCRSAIFELDSCNGNGKVCLVYKNGKPGLAHDTEIWFLDRALYWHFLTDTFIAYYRLLITHLGLPQWQYAFTSYGISPQAKQWFSMYKPITYNTSLLTEESDNFANKLDPSKVFKSKNKILIPKKKGPVPPASGQKGPGPLPPPTSKPTTGSGNPVRK. Result: 0 (no interaction). (4) The miRNA is hsa-miR-3619-3p with sequence GGGACCAUCCUGCCUGCUGUGG. The protein sequence of the target gene is MRAQRGLILLLLLLAVFCSTAVSLTCYHCFQPVVSSCNMNSTCSPDQDSCLYAVAGMQVYQRCWKQSDCHGEIIMDQLEETKLKFRCCQFNLCNKSDGSLGKTPLLGTSVLVAILNLCFLSHL. Result: 0 (no interaction). (5) The miRNA is hsa-miR-342-5p with sequence AGGGGUGCUAUCUGUGAUUGA. The protein sequence of the target gene is MALLLLLFLGLLGLWGLLCACAQDPSPAARWPPGPRPLPLVGNLHLLRLSQQDRSLMELSERYGPVFTVHLGRQKTVVLTGFEAVKEALAGPGQELADRPPIAIFQLIQRGGGIFFSSGARWRAARQFTVRALHSLGVGREPVADKILQELKCLSGQLDGYRGRPFPLALLGWAPSNITFALLFGRRFDYRDPVFVSLLGLIDEVMVLLGSPGLQLFNVYPWLGALLQLHRPVLRKIEEVRAILRTLLEARRPHVCPGDPVCSYVDALIQQGQGDDPEGLFAEANAVACTLDMVMAGTET.... Result: 1 (interaction). (6) The miRNA is hsa-miR-4438 with sequence CACAGGCUUAGAAAAGACAGU. The protein sequence of the target gene is MGFLQLLVVAVLASEHRVAGAAEVFGNSSEGLIEFSVGKFRYFELNRPFPEEAILHDISSNVTFLIFQIHSQYQNTTVSFSPTLLSNSSETGTASGLVFILRPEQSTCTWYLGTSGIQPVQNMAILLSYSERDPVPGGCNLEFDLDIDPNIYLEYNFFETTIKFAPANLGYARGVDPPPCDAGTDQDSRWRLQYDVYQYFLPENDLTEEMLLKHLQRMVSVPQVKASALKVVTLTANDKTSVSFSSLPGQGVIYNVIVWDPFLNTSAAYIPAHTYACSFEAGEGSCASLGRVSSKVFFTL.... Result: 1 (interaction). (7) The protein sequence of the target gene is MCENCADLVEVLNEISDVEGGDGLQLRKEHTLKIFTYINSWTQRQCLCCFKEYKHLEIFNQVVCALINLVIAQVQVLRDQLCKHCTTINIDSTWQDESNQAEEPLNIDRECNEGSTERQKSIEKKSNSTRICNLTEEESSKSSDPFSLWSTDEKEKLLLCVAKIFQIQFPLYTAYKHNTHPTIEDISTQESNILGAFCDMNDVEVPLHLLRYVCLFCGKNGLSLMKDCFEYGTPETLPFLIAHAFITVVSNIRIWLHIPAVMQHIIPFRTYVIRYLCKLSDQELRQSAARNMADLMWSTV.... The miRNA is hsa-miR-485-5p with sequence AGAGGCUGGCCGUGAUGAAUUC. Result: 1 (interaction). (8) The miRNA is hsa-miR-1255a with sequence AGGAUGAGCAAAGAAAGUAGAUU. The protein sequence of the target gene is MGPWGEPELLVWRPEAVASEPPVPVGLEVKLGALVLLLVLTLLCSLVPICVLRRPGANHEGSASRQKALSLVSCFAGGVFLATCLLDLLPDYLAAIDEALAALHVTLQFPLQEFILAMGFFLVLVMEQITLAYKEQSGPSPLEETRALLGTVNGGPQHWHDGPGVPQASGAPATPSALRACVLVFSLALHSVFEGLAVGLQRDRARAMELCLALLLHKGILAVSLSLRLLQSHLRAQVVAGCGILFSCMTPLGIGLGAALAESAGPLHQLAQSVLEGMAAGTFLYITFLEILPQELASSE.... Result: 0 (no interaction).